This data is from Tox21: 12 toxicity assays (nuclear receptors and stress response pathways). The task is: Binary classification across 12 toxicity assays. (1) The drug is C=CCC1=C(C)C(OC(=O)C2C(C=C(C)C)C2(C)C)CC1=O. It tested positive (active) for: SR-HSE (Heat Shock Element response). (2) The drug is C=CCc1cc(OC)c(O)c(C(=O)NCCO)c1. It tested positive (active) for: SR-ARE (Antioxidant Response Element (oxidative stress)). (3) The drug is CC(=O)[C@]1(O)Cc2c(O)c3c(c(O)c2[C@@H](O[C@H]2C[C@H](N)[C@H](O)[C@H](C)O2)C1)C(=O)c1ccccc1C3=O. It tested positive (active) for: NR-AR-LBD (Androgen Receptor Ligand Binding Domain agonist), NR-Aromatase (Aromatase enzyme inhibition), NR-ER-LBD (Estrogen Receptor Ligand Binding Domain agonist), SR-ARE (Antioxidant Response Element (oxidative stress)), SR-ATAD5 (ATAD5 genotoxicity (DNA damage)), SR-MMP (Mitochondrial Membrane Potential disruption), and SR-p53 (p53 tumor suppressor activation). (4) The compound is NC1CCN(c2nc3c(cc2F)c(=O)c(C(=O)O)cn3-c2ccc(F)cc2F)C1. It tested positive (active) for: NR-AR-LBD (Androgen Receptor Ligand Binding Domain agonist), and SR-ARE (Antioxidant Response Element (oxidative stress)). (5) The compound is CC1=NC(C)OC1C. It tested positive (active) for: SR-ARE (Antioxidant Response Element (oxidative stress)). (6) The drug is Cl[Au](Cl)Cl. It tested positive (active) for: NR-ER-LBD (Estrogen Receptor Ligand Binding Domain agonist), SR-ARE (Antioxidant Response Element (oxidative stress)), and SR-HSE (Heat Shock Element response). (7) The compound is CN(C)c1cccc(O)c1. It tested positive (active) for: NR-AhR (Aryl hydrocarbon Receptor agonist activity), and SR-MMP (Mitochondrial Membrane Potential disruption). (8) The compound is Clc1ccc(CSC(Cn2ccnc2)c2ccc(Cl)cc2Cl)cc1. It tested positive (active) for: NR-Aromatase (Aromatase enzyme inhibition), and SR-HSE (Heat Shock Element response). (9) The molecule is O=[N+]([O-])c1ccc(O)cc1. It tested positive (active) for: NR-AR-LBD (Androgen Receptor Ligand Binding Domain agonist), and SR-MMP (Mitochondrial Membrane Potential disruption).